This data is from Peptide-MHC class I binding affinity with 185,985 pairs from IEDB/IMGT. The task is: Regression. Given a peptide amino acid sequence and an MHC pseudo amino acid sequence, predict their binding affinity value. This is MHC class I binding data. (1) The peptide sequence is IDTLTCGFA. The MHC is Patr-B2401 with pseudo-sequence Patr-B2401. The binding affinity (normalized) is 0.628. (2) The peptide sequence is RMCHEGINPNM. The MHC is H-2-Kb with pseudo-sequence H-2-Kb. The binding affinity (normalized) is 0.0306.